From a dataset of Catalyst prediction with 721,799 reactions and 888 catalyst types from USPTO. Predict which catalyst facilitates the given reaction. Reactant: [ClH:1].[CH3:2][O:3][C:4]1[CH:13]=[C:12]2[C:7]([CH2:8][CH2:9][C@H:10]([NH2:14])[CH2:11]2)=[CH:6][CH:5]=1. Product: [ClH:1].[CH3:2][O:3][C:4]1[CH:13]=[C:12]2[C:7]([CH2:8][CH2:9][C@H:10]([NH2:14])[CH2:11]2)=[CH:6][CH:5]=1. The catalyst class is: 8.